This data is from Reaction yield outcomes from USPTO patents with 853,638 reactions. The task is: Predict the reaction yield, written as a fraction of the theoretical maximum amount of product (1.0 means a 100% yield; for example, 0.34 means a 34% yield). (1) The reactants are [C:1]([C:5]1[CH:40]=[CH:39][C:8]([CH2:9][N:10]([CH2:31][C:32]2[CH:37]=[CH:36][C:35]([Cl:38])=[CH:34][CH:33]=2)[C:11](=[O:30])[CH2:12][O:13][C:14]2[CH:19]=[CH:18][C:17]([CH2:20][C@H:21]([O:27][CH2:28][CH3:29])[C:22]([O:24]CC)=[O:23])=[CH:16][CH:15]=2)=[CH:7][CH:6]=1)([CH3:4])([CH3:3])[CH3:2].[Li+].[OH-].Cl. The product is [C:1]([C:5]1[CH:6]=[CH:7][C:8]([CH2:9][N:10]([CH2:31][C:32]2[CH:37]=[CH:36][C:35]([Cl:38])=[CH:34][CH:33]=2)[C:11](=[O:30])[CH2:12][O:13][C:14]2[CH:19]=[CH:18][C:17]([CH2:20][C@H:21]([O:27][CH2:28][CH3:29])[C:22]([OH:24])=[O:23])=[CH:16][CH:15]=2)=[CH:39][CH:40]=1)([CH3:2])([CH3:3])[CH3:4]. The yield is 0.990. The catalyst is C(#N)C. (2) The reactants are [CH2:1]([O:3][C:4](=[O:12])[C:5]1[CH:10]=[CH:9][CH:8]=[N:7][C:6]=1Cl)C.[CH3:13][O-:14].[Na+]. The catalyst is CO. The product is [CH3:1][O:3][C:4](=[O:12])[C:5]1[CH:10]=[CH:9][CH:8]=[N:7][C:6]=1[O:14][CH3:13]. The yield is 0.710. (3) The catalyst is C1COCC1. The product is [Br:17][C:15]1[CH:14]=[C:13]([C:18]#[N:19])[CH:12]=[C:11]2[C:16]=1[NH:8][C:9]([CH:20]=[O:21])=[CH:10]2. The reactants are C(OC([N:8]1[C:16]2[C:11](=[CH:12][C:13]([C:18]#[N:19])=[CH:14][C:15]=2[Br:17])[CH:10]=[C:9]1[CH:20](OCC)[O:21]CC)=O)(C)(C)C.Cl.C(=O)([O-])[O-].[Na+].[Na+]. The yield is 1.00. (4) The reactants are [C:1]([C:3]1[CH:4]=[C:5]([C:13]([N:15]([CH2:17][C@H:18]([C:26]2[CH:31]=[CH:30][C:29]([Cl:32])=[C:28]([Cl:33])[CH:27]=2)[CH2:19][CH2:20][N:21]2[CH2:24][CH:23]([OH:25])[CH2:22]2)[CH3:16])=[O:14])[C:6]2[C:11]([CH:12]=1)=[CH:10][CH:9]=[CH:8][CH:7]=2)#[N:2].C(N(CC)CC)C.[CH3:41][S:42](Cl)(=[O:44])=[O:43]. The catalyst is C(Cl)Cl. The product is [CH3:41][S:42]([O:25][CH:23]1[CH2:24][N:21]([CH2:20][CH2:19][C@@H:18]([C:26]2[CH:31]=[CH:30][C:29]([Cl:32])=[C:28]([Cl:33])[CH:27]=2)[CH2:17][N:15]([C:13]([C:5]2[C:6]3[C:11](=[CH:10][CH:9]=[CH:8][CH:7]=3)[CH:12]=[C:3]([C:1]#[N:2])[CH:4]=2)=[O:14])[CH3:16])[CH2:22]1)(=[O:44])=[O:43]. The yield is 0.920. (5) The reactants are Br[CH2:2][C:3]1[NH:8][C:7]([C:9]2[S:10][CH:11]=[CH:12][CH:13]=2)=[N:6][CH:5]([C:14]2[CH:19]=[CH:18][C:17]([F:20])=[CH:16][C:15]=2[Cl:21])[C:4]=1[C:22]([O:24][CH2:25][CH3:26])=[O:23].[NH:27]1[CH2:32][CH2:31][O:30][CH2:29][CH:28]1[C:33]([OH:35])=[O:34]. No catalyst specified. The product is [Cl:21][C:15]1[CH:16]=[C:17]([F:20])[CH:18]=[CH:19][C:14]=1[CH:5]1[N:6]=[C:7]([C:9]2[S:10][CH:11]=[CH:12][CH:13]=2)[NH:8][C:3]([CH2:2][N:27]2[CH2:32][CH2:31][O:30][CH2:29][CH:28]2[C:33]([OH:35])=[O:34])=[C:4]1[C:22]([O:24][CH2:25][CH3:26])=[O:23]. The yield is 0.430. (6) The reactants are [CH3:1][C:2]1[S:6][CH:5]=[N:4][CH:3]=1.CCCCCC.C([Li])CCC.CON(C)[C:21](=[O:23])[CH3:22]. The product is [CH3:1][C:2]1[S:6][C:5]([C:21](=[O:23])[CH3:22])=[N:4][CH:3]=1. The yield is 0.860. The catalyst is O1CCCC1. (7) The reactants are [Mg].Br[CH2:3][CH2:4][CH2:5][CH2:6][CH2:7][CH2:8][CH2:9][CH2:10][CH2:11][CH3:12].[O:13]=[CH:14][CH2:15][CH2:16][CH2:17][CH2:18][CH2:19][CH2:20][C:21]([O:23][CH3:24])=[O:22]. The catalyst is BrCCBr.C1COCC1. The product is [OH:13][CH:14]([CH2:3][CH2:4][CH2:5][CH2:6][CH2:7][CH2:8][CH2:9][CH2:10][CH2:11][CH3:12])[CH2:15][CH2:16][CH2:17][CH2:18][CH2:19][CH2:20][C:21]([O:23][CH3:24])=[O:22]. The yield is 0.470. (8) The reactants are ClCCl.[CH3:4][C:5]1[N:10]([CH2:11][C:12]2[S:13][C:14]([C:17]([F:20])([F:19])[F:18])=[CH:15][CH:16]=2)[C:9](=[O:21])[N:8]=[C:7](SC)[N:6]=1.ClC1C=CC=C(C(OO)=[O:32])C=1.S([O-])([O-])(=O)=S.[Na+].[Na+]. The catalyst is [Cl-].[Na+].O. The product is [CH3:4][C:5]1[N:10]([CH2:11][C:12]2[S:13][C:14]([C:17]([F:20])([F:19])[F:18])=[CH:15][CH:16]=2)[C:9](=[O:21])[NH:8][C:7](=[O:32])[N:6]=1. The yield is 0.920. (9) The reactants are [CH3:1][N:2]([CH3:6])[CH2:3][CH2:4][NH2:5].[Cl:7][C:8]1[S:12][C:11]([S:13](Cl)(=[O:15])=[O:14])=[CH:10][CH:9]=1.C(N(CC)CC)C. The catalyst is C1COCC1. The product is [CH3:1][N:2]([CH3:6])[CH2:3][CH2:4][NH:5][S:13]([C:11]1[S:12][C:8]([Cl:7])=[CH:9][CH:10]=1)(=[O:15])=[O:14]. The yield is 0.990.